Dataset: Catalyst prediction with 721,799 reactions and 888 catalyst types from USPTO. Task: Predict which catalyst facilitates the given reaction. Reactant: [CH3:1][S:2]([O:5][C:6]1[CH:7]=[CH:8][C:9]([N+:13]([O-:15])=[O:14])=[C:10]([OH:12])[CH:11]=1)(=[O:4])=[O:3].C([O-])([O-])=O.[K+].[K+].[Br:22][CH2:23][CH2:24]Br. Product: [CH3:1][S:2]([O:5][C:6]1[CH:7]=[CH:8][C:9]([N+:13]([O-:15])=[O:14])=[C:10]([CH:11]=1)[O:12][CH2:24][CH2:23][Br:22])(=[O:3])=[O:4]. The catalyst class is: 21.